From a dataset of Catalyst prediction with 721,799 reactions and 888 catalyst types from USPTO. Predict which catalyst facilitates the given reaction. (1) Reactant: [C-:1]#[N:2].[K+].Cl[CH2:5][C:6]1[C:10]([CH3:11])=[CH:9][NH:8][N:7]=1. Product: [CH3:11][C:10]1[C:6]([CH2:5][C:1]#[N:2])=[N:7][NH:8][CH:9]=1. The catalyst class is: 144. (2) Reactant: Br[C:2]1[S:3][CH:4]=[C:5]([C:7]2[CH:12]=[CH:11][C:10]([F:13])=[CH:9][C:8]=2[F:14])[N:6]=1.[N:15]1([C:21]([O:23][C:24]([CH3:27])([CH3:26])[CH3:25])=[O:22])[CH2:20][CH2:19][NH:18][CH2:17][CH2:16]1.C(=O)([O-])[O-].[K+].[K+].O. Product: [F:14][C:8]1[CH:9]=[C:10]([F:13])[CH:11]=[CH:12][C:7]=1[C:5]1[N:6]=[C:2]([N:18]2[CH2:17][CH2:16][N:15]([C:21]([O:23][C:24]([CH3:27])([CH3:26])[CH3:25])=[O:22])[CH2:20][CH2:19]2)[S:3][CH:4]=1. The catalyst class is: 9. (3) Reactant: [C:1]([O:5][C:6](=[O:35])[NH:7][C:8]1([C:12]2[CH:17]=[CH:16][C:15]([C:18]3[C:19]([C:29]4[CH:34]=[CH:33][CH:32]=[CH:31][CH:30]=4)=[CH:20][C:21]4[NH:26][C:25](=O)[CH2:24][O:23][C:22]=4[N:28]=3)=[CH:14][CH:13]=2)[CH2:11][CH2:10][CH2:9]1)([CH3:4])([CH3:3])[CH3:2].B(F)(F)F.CCOCC.[BH4-].[Na+].C([O-])(O)=O.[Na+]. Product: [C:1]([O:5][C:6](=[O:35])[NH:7][C:8]1([C:12]2[CH:13]=[CH:14][C:15]([C:18]3[C:19]([C:29]4[CH:30]=[CH:31][CH:32]=[CH:33][CH:34]=4)=[CH:20][C:21]4[NH:26][CH2:25][CH2:24][O:23][C:22]=4[N:28]=3)=[CH:16][CH:17]=2)[CH2:11][CH2:10][CH2:9]1)([CH3:4])([CH3:2])[CH3:3]. The catalyst class is: 49.